From a dataset of Forward reaction prediction with 1.9M reactions from USPTO patents (1976-2016). Predict the product of the given reaction. (1) The product is: [NH2:33][C:11]1[CH:12]=[C:13]([C:16]2[CH:17]=[CH:18][C:19]3[N:20]([C:22]([C:25]4[CH:26]=[CH:27][C:28]([C:29]#[N:30])=[CH:31][CH:32]=4)=[CH:23][N:24]=3)[CH:21]=2)[CH:14]=[CH:15][C:10]=1[C:8]([N:5]1[CH2:4][CH2:3][N:2]([CH3:1])[CH2:7][CH2:6]1)=[O:9]. Given the reactants [CH3:1][N:2]1[CH2:7][CH2:6][N:5]([C:8]([C:10]2[CH:15]=[CH:14][C:13]([C:16]3[CH:17]=[CH:18][C:19]4[N:20]([C:22]([C:25]5[CH:32]=[CH:31][C:28]([C:29]#[N:30])=[CH:27][CH:26]=5)=[CH:23][N:24]=4)[CH:21]=3)=[CH:12][C:11]=2[N+:33]([O-])=O)=[O:9])[CH2:4][CH2:3]1.Cl.Cl[Sn]Cl, predict the reaction product. (2) Given the reactants [NH2:1][C:2]1[CH:3]=[C:4]2[C:9](=[C:10]([CH2:12][CH:13]([OH:16])[CH2:14][OH:15])[CH:11]=1)[N:8]=[CH:7][C:6]([C:17]#[N:18])=[C:5]2[NH:19][C:20]1[CH:25]=[CH:24][C:23]([F:26])=[C:22]([Cl:27])[CH:21]=1.C(O)C.[NH:31]1[C:35]([CH:36]=O)=[CH:34][N:33]=[CH:32]1.C(O[BH-](OC(=O)C)OC(=O)C)(=O)C.[Na+], predict the reaction product. The product is: [Cl:27][C:22]1[CH:21]=[C:20]([NH:19][C:5]2[C:4]3[C:9](=[C:10]([CH2:12][CH:13]([OH:16])[CH2:14][OH:15])[CH:11]=[C:2]([NH:1][CH2:36][C:35]4[NH:31][CH:32]=[N:33][CH:34]=4)[CH:3]=3)[N:8]=[CH:7][C:6]=2[C:17]#[N:18])[CH:25]=[CH:24][C:23]=1[F:26]. (3) Given the reactants [NH2:1][OH:2].[F:3][C:4]1[CH:25]=[C:24]([S:26]([CH3:29])(=[O:28])=[O:27])[C:23]([F:30])=[CH:22][C:5]=1[O:6][C@H:7]1[CH2:12][CH2:11][CH2:10][N:9]([CH:13]2[CH2:18][CH2:17][N:16]([C:19]#[N:20])[CH2:15][CH2:14]2)[C:8]1=[O:21], predict the reaction product. The product is: [F:3][C:4]1[CH:25]=[C:24]([S:26]([CH3:29])(=[O:28])=[O:27])[C:23]([F:30])=[CH:22][C:5]=1[O:6][C@H:7]1[CH2:12][CH2:11][CH2:10][N:9]([CH:13]2[CH2:14][CH2:15][N:16](/[C:19](=[N:1]/[OH:2])/[NH2:20])[CH2:17][CH2:18]2)[C:8]1=[O:21]. (4) Given the reactants I[C:2]1[S:3][CH:4]=[CH:5][CH:6]=1.C1(P(C2C=CC=CC=2)C2C=CC=CC=2)C=CC=CC=1.[CH2:26]([OH:29])[C:27]#[CH:28].C(N(C(C)C)CC)(C)C, predict the reaction product. The product is: [S:3]1[CH:4]=[CH:5][CH:6]=[C:2]1[C:28]#[C:27][CH2:26][OH:29]. (5) Given the reactants [CH3:1][S:2](Cl)(=[O:4])=[O:3].[Cl:6][C:7]1[CH:12]=[CH:11][C:10]([CH:13]2[O:18][CH2:17][CH:16]([OH:19])[CH2:15][CH2:14]2)=[CH:9][CH:8]=1, predict the reaction product. The product is: [CH3:1][S:2]([O:19][CH:16]1[CH2:15][CH2:14][CH:13]([C:10]2[CH:11]=[CH:12][C:7]([Cl:6])=[CH:8][CH:9]=2)[O:18][CH2:17]1)(=[O:4])=[O:3]. (6) Given the reactants [CH3:1][O:2][C:3](=[O:16])[C:4]([OH:15])([C:10]1[S:11][CH:12]=[CH:13][CH:14]=1)[C:5]1[S:6][CH:7]=[CH:8][CH:9]=1.[CH3:17][N:18]1[CH2:22]C[C@@H:20](O)[CH2:19]1, predict the reaction product. The product is: [CH3:17][N:18]1[CH2:19][CH2:20][C@@H:1]([O:2][C:3](=[O:16])[C:4]([OH:15])([C:5]2[S:6][CH:7]=[CH:8][CH:9]=2)[C:10]2[S:11][CH:12]=[CH:13][CH:14]=2)[CH2:22]1. (7) Given the reactants C[O:2][C:3](=[O:33])[C:4]1[CH:9]=[C:8]([O:10][C:11]2[NH:15][C:14]3[CH:16]=[C:17]([F:31])[C:18]([C:21]4[CH:22]=[C:23]5[C:27](=[CH:28][CH:29]=4)[N:26]([CH3:30])[CH:25]=[CH:24]5)=[C:19]([F:20])[C:13]=3[N:12]=2)[CH:7]=[CH:6][C:5]=1[CH3:32].CO.O.[OH-].[Na+], predict the reaction product. The product is: [F:20][C:19]1[C:13]2[N:12]=[C:11]([O:10][C:8]3[CH:7]=[CH:6][C:5]([CH3:32])=[C:4]([CH:9]=3)[C:3]([OH:33])=[O:2])[NH:15][C:14]=2[CH:16]=[C:17]([F:31])[C:18]=1[C:21]1[CH:22]=[C:23]2[C:27](=[CH:28][CH:29]=1)[N:26]([CH3:30])[CH:25]=[CH:24]2.